Dataset: Reaction yield outcomes from USPTO patents with 853,638 reactions. Task: Predict the reaction yield, written as a fraction of the theoretical maximum amount of product (1.0 means a 100% yield; for example, 0.34 means a 34% yield). (1) The reactants are [CH3:1][O:2][C:3]1[CH:4]=[C:5]([OH:9])[CH:6]=[CH:7][CH:8]=1.F[C:11]1[CH:16]=[CH:15][CH:14]=[CH:13][C:12]=1[N+:17]([O-:19])=[O:18].[CH3:20][O:21][C:22]1[CH:23]=[C:24]([CH:33]=[CH:34][CH:35]=1)[O:25][C:26]1[CH:32]=[CH:31][CH:30]=[CH:29][C:27]=1[NH2:28].[NH2:36][C:37]1[S:38][CH:39]=[CH:40][N:41]=1. No catalyst specified. The product is [CH3:1][O:2][C:3]1[CH:4]=[C:5]([CH:6]=[CH:7][CH:8]=1)[O:9][C:11]1[CH:16]=[CH:15][CH:14]=[CH:13][C:12]=1[N+:17]([O-:19])=[O:18].[CH3:20][O:21][C:22]1[CH:23]=[C:24]([CH:33]=[CH:34][CH:35]=1)[O:25][C:26]1[CH:32]=[CH:31][CH:30]=[CH:29][C:27]=1[NH:28][C:5]([NH:36][C:37]1[S:38][CH:39]=[CH:40][N:41]=1)=[O:9]. The yield is 0.690. (2) The reactants are C([O:3][C:4](=[O:13])[CH2:5][C:6]1(O)[CH2:11][CH2:10][O:9][CH2:8][CH2:7]1)C.[C:14](#[N:21])[C:15]1[CH:20]=[CH:19][CH:18]=[CH:17][CH:16]=1.S(=O)(=O)(O)[OH:23]. The catalyst is O. The product is [C:14]([NH:21][C:6]1([CH2:5][C:4]([OH:3])=[O:13])[CH2:7][CH2:8][O:9][CH2:10][CH2:11]1)(=[O:23])[C:15]1[CH:20]=[CH:19][CH:18]=[CH:17][CH:16]=1. The yield is 0.170. (3) The reactants are [Cl:1][C:2]1[CH:3]=[C:4]([O:11][CH3:12])[C:5]([C:8]([OH:10])=[O:9])=[N:6][CH:7]=1.S(=O)(=O)(O)O.[CH3:18]O. No catalyst specified. The product is [Cl:1][C:2]1[CH:3]=[C:4]([O:11][CH3:12])[C:5]([C:8]([O:10][CH3:18])=[O:9])=[N:6][CH:7]=1. The yield is 0.670.